Dataset: Full USPTO retrosynthesis dataset with 1.9M reactions from patents (1976-2016). Task: Predict the reactants needed to synthesize the given product. Given the product [O:1]1[CH2:5][CH2:4][O:3][CH:2]1[C:6]1[CH:7]=[C:8]([NH:12][C:13]2[S:14][CH:42]=[C:43]([C:23]3[S:22][C:21]([NH:20][C:17](=[O:19])[CH3:18])=[N:25][C:24]=3[CH3:31])[N:15]=2)[CH:9]=[CH:10][CH:11]=1, predict the reactants needed to synthesize it. The reactants are: [O:1]1[CH2:5][CH2:4][O:3][CH:2]1[C:6]1[CH:7]=[C:8]([NH:12][C:13]([NH2:15])=[S:14])[CH:9]=[CH:10][CH:11]=1.Br.[C:17]([NH:20][C:21]1(NC2C=C(C=CC=2)C(O)=O)[NH:25][C:24]([CH3:31])(C2SC=NC=2)[CH2:23][S:22]1)(=[O:19])[CH3:18].[CH3:42][CH2:43]O.